From a dataset of Forward reaction prediction with 1.9M reactions from USPTO patents (1976-2016). Predict the product of the given reaction. (1) Given the reactants [OH:1][C:2]1[CH:3]=[C:4]([CH2:8][C:9]([OH:11])=[O:10])[CH:5]=[CH:6][CH:7]=1.[C:12](OC(O[C:12]([CH3:15])([CH3:14])[CH3:13])N(C)C)([CH3:15])([CH3:14])[CH3:13].C(OCC)(=O)C, predict the reaction product. The product is: [C:12]([O:10][C:9](=[O:11])[CH2:8][C:4]1[CH:5]=[CH:6][CH:7]=[C:2]([OH:1])[CH:3]=1)([CH3:15])([CH3:14])[CH3:13]. (2) Given the reactants [CH2:1]=[CH:2][CH2:3][CH2:4][CH2:5][CH2:6][CH2:7][CH2:8][CH2:9][CH3:10].B1C2CCCC1CCC2.[OH:20][C:21]1[C:30](=[O:31])[C:29]2[C:24](=[CH:25][CH:26]=[C:27](I)[CH:28]=2)[O:23][C:22]=1[C:33]1[CH:38]=[C:37]([O:39][CH3:40])[C:36]([O:41][CH2:42][C:43]2[CH:48]=[CH:47][CH:46]=[CH:45][CH:44]=2)=[C:35]([O:49][CH3:50])[CH:34]=1, predict the reaction product. The product is: [OH:20][C:21]1[C:30](=[O:31])[C:29]2[C:24](=[CH:25][CH:26]=[C:27]([CH2:1][CH2:2][CH2:3][CH2:4][CH2:5][CH2:6][CH2:7][CH2:8][CH2:9][CH3:10])[CH:28]=2)[O:23][C:22]=1[C:33]1[CH:38]=[C:37]([O:39][CH3:40])[C:36]([O:41][CH2:42][C:43]2[CH:48]=[CH:47][CH:46]=[CH:45][CH:44]=2)=[C:35]([O:49][CH3:50])[CH:34]=1. (3) Given the reactants [NH2:1][C:2]1[CH:9]=[CH:8][C:5]([C:6]#[N:7])=[C:4]([Cl:10])[CH:3]=1.[I:11]N1C(=O)CCC1=O, predict the reaction product. The product is: [NH2:1][C:2]1[C:9]([I:11])=[CH:8][C:5]([C:6]#[N:7])=[C:4]([Cl:10])[CH:3]=1.